Predict the reaction yield, written as a fraction of the theoretical maximum amount of product (1.0 means a 100% yield; for example, 0.34 means a 34% yield). From a dataset of Reaction yield outcomes from USPTO patents with 853,638 reactions. (1) The reactants are [NH2:1][C:2]1[N:3]([CH3:24])[C:4](=[O:23])[C:5]2([C:15]3[C:10](=[CH:11][CH:12]=[C:13](Br)[CH:14]=3)[O:9][CH:8]([C:17]3[CH:22]=[CH:21][CH:20]=[CH:19][CH:18]=3)[CH2:7]2)[N:6]=1.[CH3:25][N:26]([CH3:38])[C:27]([C:29]1[CH:34]=[CH:33][CH:32]=[CH:31][C:30]=1B(O)O)=[O:28]. The catalyst is O1CCOCC1.C([O-])([O-])=O.[Cs+].[Cs+].Cl[Pd](Cl)([P](C1C=CC=CC=1)(C1C=CC=CC=1)C1C=CC=CC=1)[P](C1C=CC=CC=1)(C1C=CC=CC=1)C1C=CC=CC=1. The product is [NH2:1][C:2]1[N:3]([CH3:24])[C:4](=[O:23])[C:5]2([C:15]3[C:10](=[CH:11][CH:12]=[C:13]([C:34]4[CH:33]=[CH:32][CH:31]=[CH:30][C:29]=4[C:27]([N:26]([CH3:38])[CH3:25])=[O:28])[CH:14]=3)[O:9][CH:8]([C:17]3[CH:22]=[CH:21][CH:20]=[CH:19][CH:18]=3)[CH2:7]2)[N:6]=1. The yield is 0.0600. (2) The reactants are [CH3:1][C:2]1[C:7]([CH2:8][OH:9])=[C:6]([C:10]2[CH:15]=[CH:14][C:13]([CH3:16])=[CH:12][CH:11]=2)[N:5]2[N:17]=[CH:18][CH:19]=[C:4]2[N:3]=1.C1C=C[NH+]=CC=1.[O-][Cr](Cl)(=O)=O. The catalyst is C(Cl)Cl. The product is [CH3:1][C:2]1[C:7]([CH:8]=[O:9])=[C:6]([C:10]2[CH:11]=[CH:12][C:13]([CH3:16])=[CH:14][CH:15]=2)[N:5]2[N:17]=[CH:18][CH:19]=[C:4]2[N:3]=1. The yield is 0.712. (3) The reactants are N([O-])=O.[Na+].N[C:6]1[CH:13]=[C:12]([CH3:14])[C:11]([CH3:15])=[CH:10][C:7]=1[C:8]#[N:9].[I-:16].[K+]. The catalyst is O.FC(F)(F)CO.C(O)(C(F)(F)F)=O. The product is [I:16][C:6]1[CH:13]=[C:12]([CH3:14])[C:11]([CH3:15])=[CH:10][C:7]=1[C:8]#[N:9]. The yield is 0.580. (4) The reactants are FC(F)(F)C(O)=O.[CH3:8][C@@H:9]1[NH:13][C@H:12]([C:14]([O:16][CH2:17][CH3:18])=[O:15])[CH2:11][CH2:10]1.C([O-])([O-])=O.[K+].[K+].Cl[C:26]1[N:31]=[CH:30][CH:29]=[CH:28][N:27]=1. The catalyst is CN(C=O)C. The product is [CH3:8][C@@H:9]1[N:13]([C:26]2[N:31]=[CH:30][CH:29]=[CH:28][N:27]=2)[C@H:12]([C:14]([O:16][CH2:17][CH3:18])=[O:15])[CH2:11][CH2:10]1. The yield is 0.570. (5) The reactants are [I:1][C:2]1[CH:3]=[C:4]([CH:8]=[CH:9][CH:10]=1)[C:5]([OH:7])=[O:6].C(N1C=CN=C1)(N1C=CN=C1)=O.[C:23](O)([CH3:26])([CH3:25])[CH3:24].N12CCCN=C1CCCCC2. The catalyst is CN(C)C=O.O. The product is [C:23]([O:6][C:5](=[O:7])[C:4]1[CH:8]=[CH:9][CH:10]=[C:2]([I:1])[CH:3]=1)([CH3:26])([CH3:25])[CH3:24]. The yield is 0.920. (6) The yield is 0.330. No catalyst specified. The product is [F:33][C:31]1[CH:30]=[C:22]([O:23][CH:24]2[CH2:25][CH2:26][O:27][CH2:28][CH2:29]2)[CH:21]=[C:20]([F:19])[C:32]=1[B:5]1[O:6][C:7]([CH3:12])([CH3:13])[C:8]([CH3:10])([CH3:11])[O:9]1. The reactants are C(O[B:5]1[O:9][C:8]([CH3:11])([CH3:10])[C:7]([CH3:13])([CH3:12])[O:6]1)(C)C.C([Li])CCC.[F:19][C:20]1[CH:21]=[C:22]([CH:30]=[C:31]([F:33])[CH:32]=1)[O:23][CH:24]1[CH2:29][CH2:28][O:27][CH2:26][CH2:25]1. (7) The catalyst is ClCCCl. The product is [Cl:5][CH2:6][CH2:7][O:8][C:9]1[C:10]([O:17][CH3:18])=[CH:11][C:12]([CH:13]=[O:14])=[C:15]([N+:1]([O-:4])=[O:2])[CH:16]=1. The yield is 0.400. The reactants are [N+:1]([O-:4])(O)=[O:2].[Cl:5][CH2:6][CH2:7][O:8][C:9]1[CH:16]=[CH:15][C:12]([CH:13]=[O:14])=[CH:11][C:10]=1[O:17][CH3:18]. (8) The reactants are I(C1C=CC=CC=1C(O)=O)(=O)=[O:2].COC(=O)C[CH:17]1[CH2:20][CH:19]([C:21]2[CH:26]=[CH:25][CH:24]=[C:23]([CH:27]([OH:40])[CH:28]([C:30]3[CH:35]=[CH:34][C:33]([O:36][CH:37]([F:39])[F:38])=[CH:32][CH:31]=3)[OH:29])[CH:22]=2)[CH2:18]1. The catalyst is CS(C)=O. The product is [F:39][CH:37]([F:38])[O:36][C:33]1[CH:34]=[CH:35][C:30]([C:28](=[O:29])[C:27]([C:23]2[CH:24]=[CH:25][CH:26]=[C:21]([CH:19]3[CH2:18][C:17](=[O:2])[CH2:20]3)[CH:22]=2)=[O:40])=[CH:31][CH:32]=1. The yield is 0.930.